This data is from Catalyst prediction with 721,799 reactions and 888 catalyst types from USPTO. The task is: Predict which catalyst facilitates the given reaction. (1) Reactant: [I:1][C:2]1[C:6]2=[N:7][C:8]([C:11]([OH:13])=[O:12])=[CH:9][CH:10]=[C:5]2[NH:4][CH:3]=1.[H-].[Na+].[C:16]1([CH3:26])[CH:21]=[CH:20][C:19]([S:22](Cl)(=[O:24])=[O:23])=[CH:18][CH:17]=1.Cl. Product: [I:1][C:2]1[C:6]2=[N:7][C:8]([C:11]([OH:13])=[O:12])=[CH:9][CH:10]=[C:5]2[N:4]([S:22]([C:19]2[CH:20]=[CH:21][C:16]([CH3:26])=[CH:17][CH:18]=2)(=[O:24])=[O:23])[CH:3]=1. The catalyst class is: 18. (2) Reactant: [OH-].[Na+].C([O:5][C:6](=[O:28])[C@@H:7]([NH:15][C:16]([C:18]1[NH:27][C:21]2=[CH:22][N:23]=[C:24]([Cl:26])[CH:25]=[C:20]2[CH:19]=1)=[O:17])[CH2:8][C:9]1[CH:14]=[CH:13][CH:12]=[CH:11][CH:10]=1)C. Product: [Cl:26][C:24]1[CH:25]=[C:20]2[CH:19]=[C:18]([C:16]([NH:15][C@@H:7]([CH2:8][C:9]3[CH:14]=[CH:13][CH:12]=[CH:11][CH:10]=3)[C:6]([OH:28])=[O:5])=[O:17])[NH:27][C:21]2=[CH:22][N:23]=1. The catalyst class is: 1. (3) Reactant: Cl[C:2]([O:4][CH2:5][C:6]1[CH:11]=[CH:10][CH:9]=[CH:8][CH:7]=1)=[O:3].[NH:12]1[CH2:17][CH2:16][CH:15]([C:18]([O:20][CH2:21][CH3:22])=[O:19])[CH2:14][CH2:13]1.C(N(C(C)C)CC)(C)C.C(=O)([O-])O.[Na+]. Product: [N:12]1([C:2]([O:4][CH2:5][C:6]2[CH:11]=[CH:10][CH:9]=[CH:8][CH:7]=2)=[O:3])[CH2:17][CH2:16][CH:15]([C:18]([O:20][CH2:21][CH3:22])=[O:19])[CH2:14][CH2:13]1. The catalyst class is: 1.